The task is: Predict which catalyst facilitates the given reaction.. This data is from Catalyst prediction with 721,799 reactions and 888 catalyst types from USPTO. (1) Product: [F:35][C:4]([F:3])([F:34])[C:5]1[CH:6]=[C:7]([CH:27]=[C:28]([C:30]([F:33])([F:32])[F:31])[CH:29]=1)[C:8]([N:10]1[CH2:11][CH2:12][C:13]2([N:17]([C:18]3[CH:19]=[CH:20][CH:21]=[CH:22][CH:23]=3)[CH2:16][N:15]([CH2:38][CH2:39][N:40]3[CH2:45][CH2:44][O:43][CH2:42][CH2:41]3)[C:14]2=[O:24])[CH2:25][CH2:26]1)=[O:9]. Reactant: [H-].[Na+].[F:3][C:4]([F:35])([F:34])[C:5]1[CH:6]=[C:7]([CH:27]=[C:28]([C:30]([F:33])([F:32])[F:31])[CH:29]=1)[C:8]([N:10]1[CH2:26][CH2:25][C:13]2([N:17]([C:18]3[CH:23]=[CH:22][CH:21]=[CH:20][CH:19]=3)[CH2:16][NH:15][C:14]2=[O:24])[CH2:12][CH2:11]1)=[O:9].Cl.Cl[CH2:38][CH2:39][N:40]1[CH2:45][CH2:44][O:43][CH2:42][CH2:41]1.C(=O)(O)[O-].[Na+]. The catalyst class is: 60. (2) Reactant: Br[CH2:2][C:3]([C:5]1[C:10]([CH3:11])=[CH:9][C:8]([S:12][C:13]2[CH:18]=[N:17][CH:16]=[CH:15][N:14]=2)=[CH:7][C:6]=1[CH3:19])=O.[NH2:20][C:21]([NH2:23])=[S:22]. Product: [CH3:19][C:6]1[CH:7]=[C:8]([S:12][C:13]2[CH:18]=[N:17][CH:16]=[CH:15][N:14]=2)[CH:9]=[C:10]([CH3:11])[C:5]=1[C:3]1[N:20]=[C:21]([NH2:23])[S:22][CH:2]=1. The catalyst class is: 14.